From a dataset of NCI-60 drug combinations with 297,098 pairs across 59 cell lines. Regression. Given two drug SMILES strings and cell line genomic features, predict the synergy score measuring deviation from expected non-interaction effect. Drug 1: CC1=CC2C(CCC3(C2CCC3(C(=O)C)OC(=O)C)C)C4(C1=CC(=O)CC4)C. Drug 2: C#CCC(CC1=CN=C2C(=N1)C(=NC(=N2)N)N)C3=CC=C(C=C3)C(=O)NC(CCC(=O)O)C(=O)O. Cell line: A549. Synergy scores: CSS=3.12, Synergy_ZIP=-1.79, Synergy_Bliss=-1.83, Synergy_Loewe=-1.72, Synergy_HSA=-1.72.